From a dataset of Forward reaction prediction with 1.9M reactions from USPTO patents (1976-2016). Predict the product of the given reaction. Given the reactants Br[C:2]1[CH:20]=[CH:19][C:5]2[C:6]3[N:11]([CH:12]([CH3:14])[CH2:13][C:4]=2[CH:3]=1)[CH:10]=[C:9]([C:15]([OH:17])=[O:16])[C:8](=[O:18])[CH:7]=3.[N:21]1([C:27]([O:29][C:30]([CH3:33])([CH3:32])[CH3:31])=[O:28])[CH2:26][CH2:25][NH:24][CH2:23][CH2:22]1.C([O-])([O-])=O.[K+].[K+].N1CCC[C@H]1C(O)=O, predict the reaction product. The product is: [C:30]([O:29][C:27]([N:21]1[CH2:26][CH2:25][N:24]([C:2]2[CH:20]=[CH:19][C:5]3[C:6]4[N:11]([CH:12]([CH3:14])[CH2:13][C:4]=3[CH:3]=2)[CH:10]=[C:9]([C:15]([OH:17])=[O:16])[C:8](=[O:18])[CH:7]=4)[CH2:23][CH2:22]1)=[O:28])([CH3:33])([CH3:31])[CH3:32].